Dataset: NCI-60 drug combinations with 297,098 pairs across 59 cell lines. Task: Regression. Given two drug SMILES strings and cell line genomic features, predict the synergy score measuring deviation from expected non-interaction effect. (1) Drug 1: CCCCC(=O)OCC(=O)C1(CC(C2=C(C1)C(=C3C(=C2O)C(=O)C4=C(C3=O)C=CC=C4OC)O)OC5CC(C(C(O5)C)O)NC(=O)C(F)(F)F)O. Drug 2: C1=NNC2=C1C(=O)NC=N2. Cell line: SF-539. Synergy scores: CSS=34.1, Synergy_ZIP=0.949, Synergy_Bliss=-0.767, Synergy_Loewe=-20.4, Synergy_HSA=-0.574. (2) Synergy scores: CSS=30.6, Synergy_ZIP=-0.0638, Synergy_Bliss=-0.613, Synergy_Loewe=-9.91, Synergy_HSA=-3.77. Drug 2: CC1=C(C(=CC=C1)Cl)NC(=O)C2=CN=C(S2)NC3=CC(=NC(=N3)C)N4CCN(CC4)CCO. Cell line: OVCAR3. Drug 1: CN1C(=O)N2C=NC(=C2N=N1)C(=O)N. (3) Drug 1: C1CCC(C1)C(CC#N)N2C=C(C=N2)C3=C4C=CNC4=NC=N3. Drug 2: CC1CCC2CC(C(=CC=CC=CC(CC(C(=O)C(C(C(=CC(C(=O)CC(OC(=O)C3CCCCN3C(=O)C(=O)C1(O2)O)C(C)CC4CCC(C(C4)OC)O)C)C)O)OC)C)C)C)OC. Cell line: MDA-MB-435. Synergy scores: CSS=16.8, Synergy_ZIP=3.47, Synergy_Bliss=12.7, Synergy_Loewe=-7.10, Synergy_HSA=7.02. (4) Drug 1: CC1C(C(CC(O1)OC2CC(CC3=C2C(=C4C(=C3O)C(=O)C5=C(C4=O)C(=CC=C5)OC)O)(C(=O)CO)O)N)O.Cl. Drug 2: CN(C(=O)NC(C=O)C(C(C(CO)O)O)O)N=O. Cell line: RPMI-8226. Synergy scores: CSS=19.4, Synergy_ZIP=-0.960, Synergy_Bliss=4.74, Synergy_Loewe=-1.18, Synergy_HSA=5.51. (5) Drug 1: C1=CN(C=N1)CC(O)(P(=O)(O)O)P(=O)(O)O. Synergy scores: CSS=29.0, Synergy_ZIP=-5.20, Synergy_Bliss=-3.23, Synergy_Loewe=-7.44, Synergy_HSA=-2.27. Drug 2: CCN(CC)CCCC(C)NC1=C2C=C(C=CC2=NC3=C1C=CC(=C3)Cl)OC. Cell line: DU-145. (6) Drug 1: CC1=C2C(C(=O)C3(C(CC4C(C3C(C(C2(C)C)(CC1OC(=O)C(C(C5=CC=CC=C5)NC(=O)OC(C)(C)C)O)O)OC(=O)C6=CC=CC=C6)(CO4)OC(=O)C)O)C)O. Drug 2: C1CN1C2=NC(=NC(=N2)N3CC3)N4CC4. Cell line: MDA-MB-231. Synergy scores: CSS=18.9, Synergy_ZIP=-3.71, Synergy_Bliss=0.550, Synergy_Loewe=1.37, Synergy_HSA=0.927. (7) Drug 1: CC12CCC(CC1=CCC3C2CCC4(C3CC=C4C5=CN=CC=C5)C)O. Drug 2: CC1=C2C(C(=O)C3(C(CC4C(C3C(C(C2(C)C)(CC1OC(=O)C(C(C5=CC=CC=C5)NC(=O)OC(C)(C)C)O)O)OC(=O)C6=CC=CC=C6)(CO4)OC(=O)C)O)C)O. Cell line: IGROV1. Synergy scores: CSS=36.8, Synergy_ZIP=6.83, Synergy_Bliss=8.80, Synergy_Loewe=-5.26, Synergy_HSA=9.97. (8) Cell line: RPMI-8226. Drug 1: CC=C1C(=O)NC(C(=O)OC2CC(=O)NC(C(=O)NC(CSSCCC=C2)C(=O)N1)C(C)C)C(C)C. Drug 2: CC(C)(C#N)C1=CC(=CC(=C1)CN2C=NC=N2)C(C)(C)C#N. Synergy scores: CSS=70.7, Synergy_ZIP=-0.729, Synergy_Bliss=0.446, Synergy_Loewe=-40.7, Synergy_HSA=0.390. (9) Drug 1: CNC(=O)C1=CC=CC=C1SC2=CC3=C(C=C2)C(=NN3)C=CC4=CC=CC=N4. Drug 2: CC=C1C(=O)NC(C(=O)OC2CC(=O)NC(C(=O)NC(CSSCCC=C2)C(=O)N1)C(C)C)C(C)C. Cell line: SF-295. Synergy scores: CSS=38.1, Synergy_ZIP=-2.31, Synergy_Bliss=-0.646, Synergy_Loewe=-36.7, Synergy_HSA=-0.420. (10) Drug 1: C1=C(C(=O)NC(=O)N1)F. Drug 2: CN1C2=C(C=C(C=C2)N(CCCl)CCCl)N=C1CCCC(=O)O.Cl. Cell line: ACHN. Synergy scores: CSS=38.1, Synergy_ZIP=0.781, Synergy_Bliss=-0.0962, Synergy_Loewe=-7.54, Synergy_HSA=1.01.